This data is from TCR-epitope binding with 47,182 pairs between 192 epitopes and 23,139 TCRs. The task is: Binary Classification. Given a T-cell receptor sequence (or CDR3 region) and an epitope sequence, predict whether binding occurs between them. (1) The epitope is TPRVTGGGAM. The TCR CDR3 sequence is CASSSRDRGAYEQYF. Result: 1 (the TCR binds to the epitope). (2) The epitope is MPASWVMRI. The TCR CDR3 sequence is CASSQDPREQFF. Result: 1 (the TCR binds to the epitope). (3) The epitope is FLPRVFSAV. The TCR CDR3 sequence is CASSDSPYEQYF. Result: 1 (the TCR binds to the epitope).